Dataset: Reaction yield outcomes from USPTO patents with 853,638 reactions. Task: Predict the reaction yield, written as a fraction of the theoretical maximum amount of product (1.0 means a 100% yield; for example, 0.34 means a 34% yield). (1) The yield is 0.720. The reactants are O.[NH2:2][NH2:3].[CH3:4][O:5][C:6]1[CH:13]=[CH:12][C:9]([CH2:10][Cl:11])=[CH:8][CH:7]=1. The catalyst is CCO. The product is [ClH:11].[CH3:4][O:5][C:6]1[CH:13]=[CH:12][C:9]([CH2:10][NH:2][NH2:3])=[CH:8][CH:7]=1. (2) The yield is 0.930. The product is [F:1][C:2]1[CH:3]=[C:4]([CH:5]=[CH:6][C:7]=1[N+:8]([O-:10])=[O:9])[O:11][CH2:14][CH2:15][N:16]1[CH2:21][CH2:20][O:19][CH2:18][CH2:17]1. The catalyst is CC(C)=O. The reactants are [F:1][C:2]1[CH:3]=[C:4]([OH:11])[CH:5]=[CH:6][C:7]=1[N+:8]([O-:10])=[O:9].Cl.Cl[CH2:14][CH2:15][N:16]1[CH2:21][CH2:20][O:19][CH2:18][CH2:17]1.C(=O)([O-])[O-].[K+].[K+].